Dataset: Forward reaction prediction with 1.9M reactions from USPTO patents (1976-2016). Task: Predict the product of the given reaction. Given the reactants [Si]([O:8][CH2:9][CH2:10][N:11]1[C:19]2[CH2:18][CH2:17][CH2:16][CH:15]([NH:20][C:21](=[O:40])[CH2:22][C@@H:23]3[C:28](=[O:29])[NH:27][CH2:26][CH2:25][N:24]3[S:30]([C:33]3[CH:39]=[CH:38][C:36]([CH3:37])=[CH:35][CH:34]=3)(=[O:32])=[O:31])[C:14]=2[CH:13]=[N:12]1)(C(C)(C)C)(C)C.CC(O)=O.CCCC[N+](CCCC)(CCCC)CCCC.[F-], predict the reaction product. The product is: [OH:8][CH2:9][CH2:10][N:11]1[C:19]2[CH2:18][CH2:17][CH2:16][CH:15]([NH:20][C:21](=[O:40])[CH2:22][C@@H:23]3[C:28](=[O:29])[NH:27][CH2:26][CH2:25][N:24]3[S:30]([C:33]3[CH:39]=[CH:38][C:36]([CH3:37])=[CH:35][CH:34]=3)(=[O:31])=[O:32])[C:14]=2[CH:13]=[N:12]1.